Task: Predict the reaction yield, written as a fraction of the theoretical maximum amount of product (1.0 means a 100% yield; for example, 0.34 means a 34% yield).. Dataset: Reaction yield outcomes from USPTO patents with 853,638 reactions (1) The reactants are Br[C:2]1[CH:7]=[CH:6][C:5]([C:8]2[N:9]([CH2:15][CH:16]3[CH2:20][CH2:19][N:18]([C:21]([CH:23]4[CH2:25][CH2:24]4)=[O:22])[CH2:17]3)[C:10]([CH3:14])=[C:11]([CH3:13])[N:12]=2)=[CH:4][CH:3]=1.[F:26][C:27]1[CH:32]=[CH:31][C:30](B(O)O)=[CH:29][CH:28]=1.C([O-])([O-])=O.[Na+].[Na+]. The catalyst is O1CCOCC1.O.C1C=CC([P]([Pd]([P](C2C=CC=CC=2)(C2C=CC=CC=2)C2C=CC=CC=2)([P](C2C=CC=CC=2)(C2C=CC=CC=2)C2C=CC=CC=2)[P](C2C=CC=CC=2)(C2C=CC=CC=2)C2C=CC=CC=2)(C2C=CC=CC=2)C2C=CC=CC=2)=CC=1. The product is [CH:23]1([C:21]([N:18]2[CH2:19][CH2:20][CH:16]([CH2:15][N:9]3[C:10]([CH3:14])=[C:11]([CH3:13])[N:12]=[C:8]3[C:5]3[CH:6]=[CH:7][C:2]([C:30]4[CH:31]=[CH:32][C:27]([F:26])=[CH:28][CH:29]=4)=[CH:3][CH:4]=3)[CH2:17]2)=[O:22])[CH2:25][CH2:24]1. The yield is 0.100. (2) The yield is 0.150. The catalyst is C(O)C.O. The reactants are C([O:3][C:4]([C:6]1[C:7]([N:23]2[CH2:28][CH2:27][O:26][CH2:25][CH2:24]2)=[N:8][C:9]2[C:14]([C:15]=1[C:16]1[CH:21]=[CH:20][CH:19]=[CH:18][CH:17]=1)=[CH:13][C:12]([Cl:22])=[CH:11][CH:10]=2)=[O:5])C.[OH-].[Na+]. The product is [Cl:22][C:12]1[CH:13]=[C:14]2[C:9](=[CH:10][CH:11]=1)[N:8]=[C:7]([N:23]1[CH2:28][CH2:27][O:26][CH2:25][CH2:24]1)[C:6]([C:4]([OH:5])=[O:3])=[C:15]2[C:16]1[CH:17]=[CH:18][CH:19]=[CH:20][CH:21]=1. (3) The reactants are [Li+].[BH4-].[I:3][C:4]1[CH:18]=[C:17]([O:19][CH3:20])[C:16]([O:21][CH3:22])=[CH:15][C:5]=1[C:6]([NH:8][CH2:9][C:10](OCC)=[O:11])=[O:7].CO. The catalyst is C1COCC1. The product is [OH:11][CH2:10][CH2:9][NH:8][C:6](=[O:7])[C:5]1[CH:15]=[C:16]([O:21][CH3:22])[C:17]([O:19][CH3:20])=[CH:18][C:4]=1[I:3]. The yield is 0.800. (4) The reactants are FC(F)(F)C(O)=O.[CH2:8]1[CH:12]2[CH2:13][C:14](=[O:16])[CH2:15][CH:11]2[CH2:10][NH:9]1.[OH:17][CH2:18][C:19](O)=[O:20].Cl.C(N=C=NCCCN(C)C)C.C(N(CC)CC)C. The catalyst is C(#N)C. The product is [OH:20][CH2:19][C:18]([N:9]1[CH2:10][CH:11]2[CH2:15][C:14](=[O:16])[CH2:13][CH:12]2[CH2:8]1)=[O:17]. The yield is 0.640.